Dataset: Full USPTO retrosynthesis dataset with 1.9M reactions from patents (1976-2016). Task: Predict the reactants needed to synthesize the given product. (1) Given the product [N:22]1[CH:27]=[CH:26][CH:25]=[CH:24][C:23]=1[C:2]1[CH:3]=[C:4]([CH2:8][O:9][C:10]2[CH:15]=[CH:14][C:13]([CH2:16][CH2:17][C:18]([O:20][CH3:21])=[O:19])=[CH:12][CH:11]=2)[CH:5]=[CH:6][CH:7]=1, predict the reactants needed to synthesize it. The reactants are: Br[C:2]1[CH:3]=[C:4]([CH2:8][O:9][C:10]2[CH:15]=[CH:14][C:13]([CH2:16][CH2:17][C:18]([O:20][CH3:21])=[O:19])=[CH:12][CH:11]=2)[CH:5]=[CH:6][CH:7]=1.[N:22]1[CH:27]=[CH:26][CH:25]=[CH:24][C:23]=1[Sn](C)(C)C.O. (2) Given the product [F:35][C:32]1[CH:33]=[CH:34][C:29]([CH:26]2[CH2:27][CH2:28][N:23]([C:21]([O:20][C:16]([CH3:18])([CH3:17])[CH3:19])=[O:22])[CH2:24][CH2:25]2)=[CH:30][C:31]=1[NH:36][C:13](=[O:15])[CH2:12][CH2:11][CH2:10][CH2:9][C:4]1[CH:5]=[CH:6][CH:7]=[CH:8][C:3]=1[O:2][CH3:1], predict the reactants needed to synthesize it. The reactants are: [CH3:1][O:2][C:3]1[CH:8]=[CH:7][CH:6]=[CH:5][C:4]=1[CH2:9][CH2:10][CH2:11][CH2:12][C:13]([OH:15])=O.[C:16]([O:20][C:21]([N:23]1[CH2:28][CH2:27][CH:26]([C:29]2[CH:34]=[CH:33][C:32]([F:35])=[C:31]([NH2:36])[CH:30]=2)[CH2:25][CH2:24]1)=[O:22])([CH3:19])([CH3:18])[CH3:17].Cl.CN(C)CCCN=C=NCC.C(Cl)Cl. (3) Given the product [C:1]([O:5][C:6]([N:8]1[CH2:9][CH2:10][CH:11]([CH2:14][S:23][C:20]2[CH:21]=[CH:22][C:17]([Br:16])=[CH:18][CH:19]=2)[CH2:12][CH2:13]1)=[O:7])([CH3:2])([CH3:3])[CH3:4], predict the reactants needed to synthesize it. The reactants are: [C:1]([O:5][C:6]([N:8]1[CH2:13][CH2:12][CH:11]([CH2:14]Br)[CH2:10][CH2:9]1)=[O:7])([CH3:4])([CH3:3])[CH3:2].[Br:16][C:17]1[CH:22]=[CH:21][C:20]([SH:23])=[CH:19][CH:18]=1.C(=O)([O-])[O-].[Cs+].[Cs+]. (4) Given the product [OH:32][C@@H:27]1[CH2:28][CH2:29][CH2:30][CH2:31][C@H:26]1[NH:25][C:23]1[S:24][C:20]2[CH:19]=[C:18]([CH2:17][N:14]3[C:13]4[CH:35]=[CH:36][C:10]([N:37]5[CH2:42][CH2:41][CH2:40][CH2:39][C:38]5=[O:43])=[CH:11][C:12]=4[N:16]=[CH:15]3)[CH:34]=[CH:33][C:21]=2[N:22]=1, predict the reactants needed to synthesize it. The reactants are: P([O-])([O-])([O-])=O.[K+].[K+].[K+].I[C:10]1[CH:36]=[CH:35][C:13]2[N:14]([CH2:17][C:18]3[CH:34]=[CH:33][C:21]4[N:22]=[C:23]([NH:25][C@@H:26]5[CH2:31][CH2:30][CH2:29][CH2:28][C@H:27]5[OH:32])[S:24][C:20]=4[CH:19]=3)[CH:15]=[N:16][C:12]=2[CH:11]=1.[NH:37]1[CH2:42][CH2:41][CH2:40][CH2:39][C:38]1=[O:43]. (5) Given the product [C:1]1([C:34]2[CH:35]=[CH:36][CH:37]=[CH:38][CH:39]=2)[CH:6]=[CH:5][C:4]([C:7]2[N:12]=[C:11]3[CH:13]=[C:14]([C:24]4[CH:25]=[C:26]([CH:30]=[CH:31][CH:32]=4)[C:27]([OH:29])=[O:28])[NH:15][C:10]3=[CH:9][C:8]=2[Cl:33])=[CH:3][CH:2]=1, predict the reactants needed to synthesize it. The reactants are: [C:1]1([C:34]2[CH:39]=[CH:38][CH:37]=[CH:36][CH:35]=2)[CH:6]=[CH:5][C:4]([C:7]2[N:12]=[C:11]3[CH:13]=[C:14]([C:24]4[CH:25]=[C:26]([CH:30]=[CH:31][CH:32]=4)[C:27]([OH:29])=[O:28])[N:15](COCC[Si](C)(C)C)[C:10]3=[CH:9][C:8]=2[Cl:33])=[CH:3][CH:2]=1.CCCC[N+](CCCC)(CCCC)CCCC.[F-].C(N)CN. (6) Given the product [Br:1][C:2]1[CH:3]=[CH:4][C:5]([O:11][CH2:20][CH2:19][Br:18])=[C:6]([C:8](=[O:10])[CH3:9])[CH:7]=1, predict the reactants needed to synthesize it. The reactants are: [Br:1][C:2]1[CH:3]=[CH:4][C:5]([OH:11])=[C:6]([C:8](=[O:10])[CH3:9])[CH:7]=1.C(=O)([O-])[O-].[K+].[K+].[Br:18][CH2:19][CH2:20]Br. (7) Given the product [OH:1][CH:2]([C:6]1[CH:7]=[C:8]2[C:25](=[CH:26][CH:27]=1)[C:12]1=[N:13][O:14][C:15]([C:16]3[CH:17]=[CH:18][C:19]([CH2:22][CH2:23][CH3:24])=[CH:20][CH:21]=3)=[C:11]1[CH2:10][CH2:9]2)[C:3]([NH:36][CH2:37][CH2:38][S:39]([CH3:42])(=[O:41])=[O:40])=[O:5], predict the reactants needed to synthesize it. The reactants are: [OH:1][CH:2]([C:6]1[CH:7]=[C:8]2[C:25](=[CH:26][CH:27]=1)[C:12]1=[N:13][O:14][C:15]([C:16]3[CH:21]=[CH:20][C:19]([CH2:22][CH2:23][CH3:24])=[CH:18][CH:17]=3)=[C:11]1[CH2:10][CH2:9]2)[C:3]([OH:5])=O.CN1CCOCC1.Cl.[NH2:36][CH2:37][CH2:38][S:39]([CH3:42])(=[O:41])=[O:40].F[P-](F)(F)(F)(F)F.N1(O[P+](N(C)C)(N(C)C)N(C)C)C2C=CC=CC=2N=N1. (8) Given the product [F:3][C:4]1[CH:5]=[C:6]([CH:7]=[CH:8][CH:9]=1)[O:10][CH2:12][CH2:13][CH2:14][OH:15], predict the reactants needed to synthesize it. The reactants are: [H-].[Na+].[F:3][C:4]1[CH:5]=[C:6]([OH:10])[CH:7]=[CH:8][CH:9]=1.Cl[CH2:12][CH2:13][CH2:14][OH:15]. (9) Given the product [CH3:24][C:23]([O:22][C:20]([N:17]1[CH2:18][CH2:19][C@@H:14]([C:11]2[CH:12]=[CH:13][N:8]([CH2:6][CH3:7])[C:9](=[O:32])[CH:10]=2)[C@H:15]([C:27]([OH:29])=[O:28])[CH2:16]1)=[O:21])([CH3:25])[CH3:26], predict the reactants needed to synthesize it. The reactants are: C1COCC1.[CH2:6]([N:8]1[CH:13]=[CH:12][C:11]([C@@H:14]2[CH2:19][CH2:18][N:17]([C:20]([O:22][C:23]([CH3:26])([CH3:25])[CH3:24])=[O:21])[CH2:16][C@H:15]2[C:27]([O:29]CC)=[O:28])=[CH:10][C:9]1=[O:32])[CH3:7].[OH-].[Li+].